From a dataset of Reaction yield outcomes from USPTO patents with 853,638 reactions. Predict the reaction yield, written as a fraction of the theoretical maximum amount of product (1.0 means a 100% yield; for example, 0.34 means a 34% yield). (1) The reactants are [CH3:1][C:2]1([C:9]([O:11][CH3:12])=[O:10])[CH2:7][CH2:6][C:5](=[O:8])[CH2:4][CH2:3]1.[BH4-].[Na+]. The catalyst is CO. The product is [OH:8][CH:5]1[CH2:4][CH2:3][C:2]([CH3:1])([C:9]([O:11][CH3:12])=[O:10])[CH2:7][CH2:6]1. The yield is 0.680. (2) The reactants are [CH3:1][C:2]([CH3:8])([CH3:7])[CH2:3][C:4](Cl)=[O:5].C([N:11](CC)CC)C.[Br:16][C:17]1[CH:22]=[C:21]([CH3:23])[C:20](N)=[C:19]([Cl:25])[CH:18]=1.O. The catalyst is C(#N)C. The product is [Br:16][C:17]1[CH:22]=[C:21]([CH3:23])[C:20]([CH:3]([C:2]([CH3:8])([CH3:7])[CH3:1])[C:4]([NH2:11])=[O:5])=[C:19]([Cl:25])[CH:18]=1. The yield is 1.00. (3) The reactants are [CH:1]1[C:13]2[CH:12]([CH2:14][O:15][C:16](=[O:36])[NH:17][C:18]([N:21]3[C:29]4[C:28]5[CH:30]=[C:31]([O:34][CH3:35])[CH:32]=[CH:33][C:27]=5[CH2:26][CH2:25][C:24]=4[CH:23]=[N:22]3)([CH3:20])[CH3:19])[C:11]3[C:6](=[CH:7][CH:8]=[CH:9][CH:10]=3)[C:5]=2[CH:4]=[CH:3][CH:2]=1.C(C1C(=O)C(Cl)=C(Cl)C(=O)C=1C#N)#N.C([O-])(O)=O.[Na+]. The catalyst is O1CCOCC1. The product is [CH:10]1[C:11]2[CH:12]([CH2:14][O:15][C:16](=[O:36])[NH:17][C:18]([N:21]3[C:29]4[C:24](=[CH:25][CH:26]=[C:27]5[CH:33]=[CH:32][C:31]([O:34][CH3:35])=[CH:30][C:28]5=4)[CH:23]=[N:22]3)([CH3:20])[CH3:19])[C:13]3[C:5](=[CH:4][CH:3]=[CH:2][CH:1]=3)[C:6]=2[CH:7]=[CH:8][CH:9]=1. The yield is 0.550.